From a dataset of Catalyst prediction with 721,799 reactions and 888 catalyst types from USPTO. Predict which catalyst facilitates the given reaction. (1) Reactant: [O:1]=[C:2]1[CH2:7][CH2:6][CH2:5][CH2:4][N:3]1[C:8]1[CH:13]=[CH:12][CH:11]=[CH:10][C:9]=1[CH2:14][CH2:15][N:16]1[CH2:20][CH2:19][CH:18]([CH2:21][C:22]([O:24]C)=[O:23])[CH2:17]1.[Li+].[OH-]. Product: [O:1]=[C:2]1[CH2:7][CH2:6][CH2:5][CH2:4][N:3]1[C:8]1[CH:13]=[CH:12][CH:11]=[CH:10][C:9]=1[CH2:14][CH2:15][N:16]1[CH2:20][CH2:19][CH:18]([CH2:21][C:22]([OH:24])=[O:23])[CH2:17]1. The catalyst class is: 24. (2) Reactant: [Cl:1][C:2]1[CH:7]=[CH:6][C:5]([C:8]2[CH:12]=[C:11]([O:13][CH:14]([F:16])[F:15])[N:10]([CH3:17])[N:9]=2)=[C:4]([Cl:18])[CH:3]=1.[N+:19]([O-])([OH:21])=[O:20]. Product: [Cl:1][C:2]1[CH:3]=[C:4]([Cl:18])[C:5]([C:8]2[CH:12]=[C:11]([O:13][CH:14]([F:16])[F:15])[N:10]([CH3:17])[N:9]=2)=[CH:6][C:7]=1[N+:19]([O-:21])=[O:20]. The catalyst class is: 65. (3) Reactant: [C:1]([C:3]1[CH:19]=[CH:18][C:6]([C:7]([NH:9][CH2:10][CH2:11][CH2:12][C:13]([O:15]CC)=O)=[O:8])=[CH:5][CH:4]=1)#[N:2].[NH2:20][C:21]1[CH:22]=[CH:23][C:24]2[N:25]([CH2:34][CH3:35])[C:26]3[C:31]([C:32]=2[CH:33]=1)=[CH:30][CH:29]=[CH:28][CH:27]=3.[CH3:36][CH2:37]N(C(C)C)C(C)C.CN(C(ON1N=NC2C=CC=NC1=2)=[N+](C)C)C.F[P-](F)(F)(F)(F)F. Product: [C:1]([C:3]1[CH:4]=[CH:5][C:6]([C:7]([N:9]([CH2:36][CH3:37])[CH2:10][CH2:11][CH2:12][C:13]([NH:20][C:21]2[CH:22]=[CH:23][C:24]3[N:25]([CH2:34][CH3:35])[C:26]4[C:31]([C:32]=3[CH:33]=2)=[CH:30][CH:29]=[CH:28][CH:27]=4)=[O:15])=[O:8])=[CH:18][CH:19]=1)#[N:2]. The catalyst class is: 18. (4) Reactant: [C:1]([C:3]1[CH:8]=[CH:7][CH:6]=[CH:5][C:4]=1[C:9]1[C:10](=[O:28])[N:11]([C:22]2[CH:27]=[CH:26][CH:25]=[CH:24][CH:23]=2)[CH:12]=[C:13]([C:15]2[CH:19]=[CH:18][S:17][C:16]=2[CH:20]=O)[CH:14]=1)#[N:2].[CH2:29]([NH:31][CH2:32][CH3:33])[CH3:30].C(O[BH-](OC(=O)C)OC(=O)C)(=O)C.[Na+].[OH-].[Na+]. Product: [C:1]([C:3]1[CH:8]=[CH:7][CH:6]=[CH:5][C:4]=1[C:9]1[C:10](=[O:28])[N:11]([C:22]2[CH:27]=[CH:26][CH:25]=[CH:24][CH:23]=2)[CH:12]=[C:13]([C:15]2[CH:19]=[CH:18][S:17][C:16]=2[CH2:20][N:31]([CH2:32][CH3:33])[CH2:29][CH3:30])[CH:14]=1)#[N:2]. The catalyst class is: 506. (5) Reactant: [N+:1]([C:4]1[CH:5]=[N:6][CH:7]=[CH:8][C:9]=1[CH:10]1[CH2:15][C:14](=[O:16])[CH:13]=[CH:12][O:11]1)([O-:3])=[O:2].[BH4-].[Na+].N1C=CN=C1.[CH3:24][C:25]([Si:28](Cl)([CH3:30])[CH3:29])([CH3:27])[CH3:26]. Product: [Si:28]([O:16][C@H:14]1[CH:13]=[CH:12][O:11][C@@H:10]([C:9]2[CH:8]=[CH:7][N:6]=[CH:5][C:4]=2[N+:1]([O-:3])=[O:2])[CH2:15]1)([C:25]([CH3:27])([CH3:26])[CH3:24])([CH3:30])[CH3:29]. The catalyst class is: 14. (6) Reactant: [S:1]1[CH:5]=[C:4]([CH2:6][CH2:7][C:8]([OH:10])=O)[C:3]2[CH:11]=[CH:12][CH:13]=[CH:14][C:2]1=2.C(N(CC)CC)C.C(Cl)(=O)C(C)(C)C.[Cl-].[Li+].[CH2:31]([C@@H:38]1[CH2:42][O:41][C:40](=[O:43])[NH:39]1)[C:32]1[CH:37]=[CH:36][CH:35]=[CH:34][CH:33]=1. Product: [S:1]1[CH:5]=[C:4]([CH2:6][CH2:7][C:8]([N:39]2[C@H:38]([CH2:31][C:32]3[CH:37]=[CH:36][CH:35]=[CH:34][CH:33]=3)[CH2:42][O:41][C:40]2=[O:43])=[O:10])[C:3]2[CH:11]=[CH:12][CH:13]=[CH:14][C:2]1=2. The catalyst class is: 595. (7) Reactant: Cl[C:2]1[C:3]2[C:4](=[CH:13][N:14](CC3C=CC(OC)=CC=3)[N:15]=2)[N:5]=[C:6]([C:8]2[CH:12]=[CH:11][S:10][CH:9]=2)[N:7]=1.[CH3:25][N:26]1[CH2:31][CH2:30][N:29]([C:32]2[N:37]=[CH:36][C:35]([NH2:38])=[CH:34][CH:33]=2)[CH2:28][CH2:27]1.Cl. Product: [CH3:25][N:26]1[CH2:31][CH2:30][N:29]([C:32]2[N:37]=[CH:36][C:35]([NH:38][C:2]3[C:3]4[NH:15][N:14]=[CH:13][C:4]=4[N:5]=[C:6]([C:8]4[CH:12]=[CH:11][S:10][CH:9]=4)[N:7]=3)=[CH:34][CH:33]=2)[CH2:28][CH2:27]1. The catalyst class is: 71.